This data is from Forward reaction prediction with 1.9M reactions from USPTO patents (1976-2016). The task is: Predict the product of the given reaction. (1) Given the reactants S([O-])([O-])=O.[Na+:5].[Na+].O.[F:8][C:9]([F:27])([F:26])[O:10][C:11]1[CH:16]=[CH:15][C:14]([C:17]2[CH:21]=[CH:20][S:19][C:18]=2[S:22](Cl)(=[O:24])=[O:23])=[CH:13][CH:12]=1.C(=O)(O)[O-].[Na+], predict the reaction product. The product is: [Na+:5].[F:27][C:9]([F:8])([F:26])[O:10][C:11]1[CH:12]=[CH:13][C:14]([C:17]2[CH:21]=[CH:20][S:19][C:18]=2[S:22]([O-:24])=[O:23])=[CH:15][CH:16]=1. (2) The product is: [CH:49]1([C:41]2[N:40]=[CH:39][C:38]([NH:7][C:8]3[N:9]=[C:10]([F:37])[C:11]([CH:14]([C:15]4[C:23]5[C:22]([O:24][CH3:25])=[N:21][CH:20]=[N:19][C:18]=5[N:17]([Si:26]([CH:33]([CH3:35])[CH3:34])([CH:27]([CH3:29])[CH3:28])[CH:30]([CH3:32])[CH3:31])[CH:16]=4)[OH:36])=[CH:12][CH:13]=3)=[CH:43][CH:42]=2)[CH2:51][CH2:50]1. Given the reactants C(OC(=O)[N:7]([C:38]1[CH:39]=[N:40][C:41](Cl)=[CH:42][CH:43]=1)[C:8]1[CH:13]=[CH:12][C:11]([CH:14]([OH:36])[C:15]2[C:23]3[C:22]([O:24][CH3:25])=[N:21][CH:20]=[N:19][C:18]=3[N:17]([Si:26]([CH:33]([CH3:35])[CH3:34])([CH:30]([CH3:32])[CH3:31])[CH:27]([CH3:29])[CH3:28])[CH:16]=2)=[C:10]([F:37])[N:9]=1)(C)(C)C.ClCCl.[CH:49]1([Mg]Br)[CH2:51][CH2:50]1.O, predict the reaction product. (3) Given the reactants C(O[Si:5]([CH2:14][CH2:15][CH2:16][CH3:17])([CH2:10][CH2:11][CH2:12][CH3:13])[CH2:6][CH2:7][CH2:8][CH3:9])(=O)C.[C:18]([OH:23])(=[O:22])[C:19]([CH3:21])=[CH2:20], predict the reaction product. The product is: [C:18]([O:23][Si:5]([CH2:10][CH2:11][CH2:12][CH3:13])([CH2:14][CH2:15][CH2:16][CH3:17])[CH2:6][CH2:7][CH2:8][CH3:9])(=[O:22])[C:19]([CH3:21])=[CH2:20]. (4) Given the reactants [CH3:1][O:2][C:3](=[O:19])[C:4]1[CH:9]=[CH:8][C:7]([O:10][C:11]2[CH:16]=[CH:15][CH:14]=[CH:13][CH:12]=2)=[CH:6][C:5]=1[CH2:17]Cl.[CH3:20][O:21][C:22](=[O:35])[CH2:23][NH:24][S:25]([C:28]1[CH:33]=[CH:32][C:31]([CH3:34])=[CH:30][CH:29]=1)(=[O:27])=[O:26].C([O-])([O-])=O.[K+].[K+].[Na+].[I-], predict the reaction product. The product is: [CH3:1][O:2][C:3](=[O:19])[C:4]1[CH:9]=[CH:8][C:7]([O:10][C:11]2[CH:16]=[CH:15][CH:14]=[CH:13][CH:12]=2)=[CH:6][C:5]=1[CH2:17][N:24]([CH2:23][C:22]([O:21][CH3:20])=[O:35])[S:25]([C:28]1[CH:29]=[CH:30][C:31]([CH3:34])=[CH:32][CH:33]=1)(=[O:27])=[O:26]. (5) Given the reactants [CH2:1]([O:3][C:4]([N:6]1[CH2:11][CH2:10][N:9]([C:12]([CH:14]([NH:24][C:25]([C:27]2[CH:36]=[C:35]([C:37]([NH:39][CH:40]([C:50]([O:52]C)=[O:51])[CH2:41][CH2:42][C:43]([O:45][C:46]([CH3:49])([CH3:48])[CH3:47])=[O:44])=[O:38])[C:34]3[C:29](=[CH:30][CH:31]=[CH:32][CH:33]=3)[N:28]=2)=[O:26])[CH2:15][CH2:16][C:17]([O:19][C:20]([CH3:23])([CH3:22])[CH3:21])=[O:18])=[O:13])[CH2:8][CH2:7]1)=[O:5])[CH3:2].[Li+].[OH-].C1COCC1.O.Cl, predict the reaction product. The product is: [CH2:1]([O:3][C:4]([N:6]1[CH2:7][CH2:8][N:9]([C:12]([CH:14]([NH:24][C:25]([C:27]2[CH:36]=[C:35]([C:37]([NH:39][CH:40]([C:50]([OH:52])=[O:51])[CH2:41][CH2:42][C:43]([O:45][C:46]([CH3:49])([CH3:48])[CH3:47])=[O:44])=[O:38])[C:34]3[C:29](=[CH:30][CH:31]=[CH:32][CH:33]=3)[N:28]=2)=[O:26])[CH2:15][CH2:16][C:17]([O:19][C:20]([CH3:21])([CH3:23])[CH3:22])=[O:18])=[O:13])[CH2:10][CH2:11]1)=[O:5])[CH3:2]. (6) Given the reactants [Cl:1][C:2]1[CH:7]=[CH:6][C:5]([C:8]2[C:9]([C:18]3[CH:23]=[CH:22][CH:21]=[CH:20][C:19]=3[Cl:24])=[N:10][N:11]3[C:16](O)=[CH:15][CH:14]=[N:13][C:12]=23)=[CH:4][CH:3]=1.C(N(C(C)C)CC)(C)C.O=P(Cl)(Cl)[Cl:36], predict the reaction product. The product is: [Cl:36][C:16]1[N:11]2[N:10]=[C:9]([C:18]3[CH:23]=[CH:22][CH:21]=[CH:20][C:19]=3[Cl:24])[C:8]([C:5]3[CH:6]=[CH:7][C:2]([Cl:1])=[CH:3][CH:4]=3)=[C:12]2[N:13]=[CH:14][CH:15]=1.